From a dataset of Orexin1 receptor HTS with 218,158 compounds and 233 confirmed actives. Binary Classification. Given a drug SMILES string, predict its activity (active/inactive) in a high-throughput screening assay against a specified biological target. (1) The molecule is Clc1c(cc(c2oc(/C=C3/NC(=O)N(C3=O)c3ccc(Cl)cc3)cc2)cc1)C(O)=O. The result is 0 (inactive). (2) The result is 0 (inactive). The drug is Clc1c(NC(=S)Nc2cc3[nH]ncc3cc2)ccc(Cl)c1. (3) The drug is Clc1c(OCCNC(=O)C(=O)NCCc2cc(OC)c(OC)cc2)cccc1. The result is 0 (inactive). (4) The drug is s1c(NC(=O)Cc2ccc(OC)cc2)nnc1SCC. The result is 0 (inactive). (5) The drug is S(CC(OC1C(CCC(C1)C)C(C)C)=O)c1n[nH]c(=O)[nH]c1=O. The result is 0 (inactive). (6) The drug is ClC=1C(=O)/C(=C\NNC(=O)c2ccncc2)C=C(Cl)C1. The result is 0 (inactive).